Predict the reactants needed to synthesize the given product. From a dataset of Full USPTO retrosynthesis dataset with 1.9M reactions from patents (1976-2016). (1) Given the product [C:1]([O:5][C:6](=[O:26])[NH:7][CH2:8][CH2:9][CH2:10][CH2:11][C@H:12]([NH:18][C:19]([CH:21]1[CH2:25][CH2:24][CH2:23][CH2:22]1)=[O:20])[C:13](=[O:17])[CH2:14][Br:27])([CH3:4])([CH3:3])[CH3:2], predict the reactants needed to synthesize it. The reactants are: [C:1]([O:5][C:6](=[O:26])[NH:7][CH2:8][CH2:9][CH2:10][CH2:11][C@H:12]([NH:18][C:19]([CH:21]1[CH2:25][CH2:24][CH2:23][CH2:22]1)=[O:20])[C:13](=[O:17])[CH:14]=[N+]=[N-])([CH3:4])([CH3:3])[CH3:2].[BrH:27].CC(O)=O.C([O-])(O)=O.[Na+]. (2) Given the product [CH2:1]([O:3][C:4]([C:6]1([C:9]2[CH:10]=[CH:11][C:12]([C:15]3[CH:20]=[CH:19][C:18]([C:21]4[O:25][N:24]=[C:23]([CH3:26])[C:22]=4[NH:27][C:29]4[CH:30]=[N:31][CH:32]=[CH:33][CH:34]=4)=[CH:17][CH:16]=3)=[CH:13][CH:14]=2)[CH2:8][CH2:7]1)=[O:5])[CH3:2], predict the reactants needed to synthesize it. The reactants are: [CH2:1]([O:3][C:4]([C:6]1([C:9]2[CH:14]=[CH:13][C:12]([C:15]3[CH:20]=[CH:19][C:18]([C:21]4[O:25][N:24]=[C:23]([CH3:26])[C:22]=4[NH2:27])=[CH:17][CH:16]=3)=[CH:11][CH:10]=2)[CH2:8][CH2:7]1)=[O:5])[CH3:2].Br[C:29]1[CH:30]=[N:31][CH:32]=[CH:33][CH:34]=1.C1C=CC(P(C2C(C3C(P(C4C=CC=CC=4)C4C=CC=CC=4)=CC=C4C=3C=CC=C4)=C3C(C=CC=C3)=CC=2)C2C=CC=CC=2)=CC=1.C(=O)([O-])[O-].[Cs+].[Cs+]. (3) Given the product [CH2:7]([O:8][C:9]([N:12]1[C:20]2[C:15](=[CH:16][CH:17]=[CH:18][CH:19]=2)[CH2:14][C@H:13]1[C:21]([OH:23])=[O:22])=[O:10])[C:4]1[CH:5]=[CH:6][CH:1]=[CH:2][CH:3]=1, predict the reactants needed to synthesize it. The reactants are: [CH:1]1[CH:6]=[CH:5][C:4]([CH2:7][O:8][C:9](Cl)=[O:10])=[CH:3][CH:2]=1.[NH:12]1[C:20]2[C:15](=[CH:16][CH:17]=[CH:18][CH:19]=2)[CH2:14][C@H:13]1[C:21]([OH:23])=[O:22].CCN(C(C)C)C(C)C. (4) Given the product [F:36][C:33]1[CH:34]=[CH:35][C:30]([C:29]([NH:28][CH2:27][C:19]2[CH:18]=[C:17]([C:16]3[C:10]4[CH2:9][N:8]([C:6]([NH2:60])=[O:5])[CH2:13][CH2:12][C:11]=4[N:14]([CH2:38][CH:39]([OH:52])[CH2:40][N:41]4[CH2:51][CH2:50][C:44]5([C:48](=[O:49])[NH:47][CH2:46][CH2:45]5)[CH2:43][CH2:42]4)[N:15]=3)[CH:22]=[CH:21][C:20]=2[C:23]([F:24])([F:25])[F:26])=[O:37])=[CH:31][CH:32]=1, predict the reactants needed to synthesize it. The reactants are: C([O:5][C:6]([N:8]1[CH2:13][CH2:12][C:11]2[N:14]([CH2:38][CH:39]([OH:52])[CH2:40][N:41]3[CH2:51][CH2:50][C:44]4([C:48](=[O:49])[NH:47][CH2:46][CH2:45]4)[CH2:43][CH2:42]3)[N:15]=[C:16]([C:17]3[CH:22]=[CH:21][C:20]([C:23]([F:26])([F:25])[F:24])=[C:19]([CH2:27][NH:28][C:29](=[O:37])[C:30]4[CH:35]=[CH:34][C:33]([F:36])=[CH:32][CH:31]=4)[CH:18]=3)[C:10]=2[CH2:9]1)=O)(C)(C)C.C(O)(C(F)(F)F)=O.[N:60]1C=CC=CC=1.C[Si](N=C=O)(C)C. (5) Given the product [OH:10][CH2:11][CH:12]1[CH2:13][O:14][CH:5]([C:4]2[CH:7]=[CH:8][CH:9]=[C:2]([F:1])[CH:3]=2)[O:6][CH2:15]1, predict the reactants needed to synthesize it. The reactants are: [F:1][C:2]1[CH:3]=[C:4]([CH:7]=[CH:8][CH:9]=1)[CH:5]=[O:6].[OH:10][CH2:11][CH:12]([CH2:15]O)[CH2:13][OH:14].O. (6) Given the product [Cl:1][C:2]1[C:7]([NH:8][S:9]([CH3:12])(=[O:11])=[O:10])=[CH:6][C:5]([C:13]2[CH:21]=[C:20]3[C:16]([CH:17]=[N:18][NH:19]3)=[C:15]([C:32]3[O:33][C:34]([CH2:37][N:38]4[CH2:43][CH2:42][O:41][CH2:40][CH2:39]4)=[N:35][N:36]=3)[CH:14]=2)=[CH:4][N:3]=1, predict the reactants needed to synthesize it. The reactants are: [Cl:1][C:2]1[C:7]([NH:8][S:9]([CH3:12])(=[O:11])=[O:10])=[CH:6][C:5]([C:13]2[CH:21]=[C:20]3[C:16]([CH:17]=[N:18][N:19]3S(C3C=CC(C)=CC=3)(=O)=O)=[C:15]([C:32]3[O:33][C:34]([CH2:37][N:38]4[CH2:43][CH2:42][O:41][CH2:40][CH2:39]4)=[N:35][N:36]=3)[CH:14]=2)=[CH:4][N:3]=1.[OH-].[Na+]. (7) Given the product [CH2:28]([O:30][C:31](=[O:38])[C@:32]([F:37])([CH3:36])[C:33]([NH:1][C@@H:2]1[C:8](=[O:9])[N:7]([CH2:10][CH2:11][O:12][CH2:13][C:14]2[CH:19]=[CH:18][CH:17]=[CH:16][CH:15]=2)[C:6]2[CH:20]=[CH:21][CH:22]=[CH:23][C:5]=2[C:4]2[CH:24]=[CH:25][CH:26]=[CH:27][C:3]1=2)=[O:34])[CH3:29], predict the reactants needed to synthesize it. The reactants are: [NH2:1][C@@H:2]1[C:8](=[O:9])[N:7]([CH2:10][CH2:11][O:12][CH2:13][C:14]2[CH:19]=[CH:18][CH:17]=[CH:16][CH:15]=2)[C:6]2[CH:20]=[CH:21][CH:22]=[CH:23][C:5]=2[C:4]2[CH:24]=[CH:25][CH:26]=[CH:27][C:3]1=2.[CH2:28]([O:30][C:31](=[O:38])[C@:32]([F:37])([CH3:36])[C:33](O)=[O:34])[CH3:29]. (8) Given the product [F:14][C:11]1[CH:12]=[CH:13][C:8]([CH:6]2[C:5]3[C:4](=[CH:18][C:17]([C:19]([OH:21])=[O:20])=[CH:16][CH:15]=3)[C:1](=[O:2])[O:7]2)=[CH:9][CH:10]=1, predict the reactants needed to synthesize it. The reactants are: [C:1]([C:4]1[CH:18]=[C:17]([C:19]([OH:21])=[O:20])[CH:16]=[CH:15][C:5]=1[C:6]([C:8]1[CH:13]=[CH:12][C:11]([F:14])=[CH:10][CH:9]=1)=[O:7])(O)=[O:2]. (9) Given the product [ClH:37].[NH2:1][C:2]1[C:7]([C:8]([NH:10][C:11]2[CH:12]=[N:13][CH:14]=[CH:15][CH:16]=2)=[O:9])=[N:6][C:5]([C:17]2[O:21][C:20]([C:22]([N:24]3[CH2:25][CH2:26][NH:27][CH2:28][CH2:29]3)=[O:23])=[CH:19][CH:18]=2)=[CH:4][N:3]=1, predict the reactants needed to synthesize it. The reactants are: [NH2:1][C:2]1[N:3]=[CH:4][C:5]([C:17]2[O:21][C:20]([C:22]([N:24]3[CH2:29][CH2:28][N:27](C(OC(C)(C)C)=O)[CH2:26][CH2:25]3)=[O:23])=[CH:19][CH:18]=2)=[N:6][C:7]=1[C:8]([NH:10][C:11]1[CH:12]=[N:13][CH:14]=[CH:15][CH:16]=1)=[O:9].[ClH:37]. (10) Given the product [F:13][C:14]([F:25])([F:24])[C:15]1[CH:20]=[CH:19][CH:18]=[CH:17][C:16]=1[C:2]1[NH:3][C:4]2[C:9]([C:10]=1[CH:11]=[O:12])=[CH:8][CH:7]=[CH:6][CH:5]=2, predict the reactants needed to synthesize it. The reactants are: Br[C:2]1[NH:3][C:4]2[C:9]([C:10]=1[CH:11]=[O:12])=[CH:8][CH:7]=[CH:6][CH:5]=2.[F:13][C:14]([F:25])([F:24])[C:15]1[CH:20]=[CH:19][CH:18]=[CH:17][C:16]=1B(O)O.